From a dataset of Reaction yield outcomes from USPTO patents with 853,638 reactions. Predict the reaction yield, written as a fraction of the theoretical maximum amount of product (1.0 means a 100% yield; for example, 0.34 means a 34% yield). (1) The reactants are C[O:2][C:3]([C:5]1[CH:10]=[CH:9][N:8]2[C:11](I)=[CH:12][N:13]=[C:7]2[CH:6]=1)=[O:4].C([O-])([O-])=O.[Na+:19].[Na+].[Cl:21][C:22]1[CH:23]=[C:24](B(O)O)[CH:25]=[CH:26][CH:27]=1. The catalyst is C1C=CC([P]([Pd]([P](C2C=CC=CC=2)(C2C=CC=CC=2)C2C=CC=CC=2)([P](C2C=CC=CC=2)(C2C=CC=CC=2)C2C=CC=CC=2)[P](C2C=CC=CC=2)(C2C=CC=CC=2)C2C=CC=CC=2)(C2C=CC=CC=2)C2C=CC=CC=2)=CC=1. The product is [Na+:19].[Cl:21][C:22]1[CH:27]=[C:26]([C:11]2[N:8]3[CH:9]=[CH:10][C:5]([C:3]([O-:2])=[O:4])=[CH:6][C:7]3=[N:13][CH:12]=2)[CH:25]=[CH:24][CH:23]=1. The yield is 0.580. (2) The reactants are Br[CH2:2][C:3]1[CH:12]=[C:11]([N+:13]([O-:15])=[O:14])[CH:10]=[CH:9][C:4]=1[C:5](OC)=[O:6].[CH3:16][NH2:17].CO. The catalyst is CO.O. The product is [CH3:16][N:17]1[CH2:2][C:3]2[C:4](=[CH:9][CH:10]=[C:11]([N+:13]([O-:15])=[O:14])[CH:12]=2)[C:5]1=[O:6]. The yield is 0.570.